From a dataset of Full USPTO retrosynthesis dataset with 1.9M reactions from patents (1976-2016). Predict the reactants needed to synthesize the given product. (1) Given the product [Cl:1][C:2]1[CH:9]=[C:8]([Cl:10])[CH:7]=[CH:6][C:3]=1[CH:4]1[CH2:18][CH2:16][C:17]1=[O:36], predict the reactants needed to synthesize it. The reactants are: [Cl:1][C:2]1[CH:9]=[C:8]([Cl:10])[CH:7]=[CH:6][C:3]=1[CH:4]=O.F[B-](F)(F)F.[CH:16]1([S+](C2C=CC=CC=2)C2C=CC=CC=2)[CH2:18][CH2:17]1.CC([O-:36])(C)C.[K+]. (2) Given the product [CH2:1]([O:3][C:4]([C:5]1[N:8]=[C:9]([CH3:10])[S:22][C:6]=1[NH2:7])=[O:12])[CH3:2], predict the reactants needed to synthesize it. The reactants are: [CH2:1]([O:3][C:4](=[O:12])[CH:5]([NH:8][C:9](=O)[CH3:10])[C:6]#[N:7])[CH3:2].COC1C=CC(P2(SP(C3C=CC(OC)=CC=3)(=S)S2)=[S:22])=CC=1. (3) Given the product [Br:13][CH2:14][CH2:15][O:10][C:4]1[CH:5]=[CH:6][C:7]([CH3:9])=[CH:8][C:3]=1[O:2][CH3:1], predict the reactants needed to synthesize it. The reactants are: [CH3:1][O:2][C:3]1[CH:8]=[C:7]([CH3:9])[CH:6]=[CH:5][C:4]=1[OH:10].[H-].[Na+].[Br:13][CH2:14][CH2:15]Br.Cl. (4) Given the product [O:38]=[C:33]1[CH2:34][CH2:35][CH2:36][CH2:37][N:32]1[C:27]1[CH:28]=[CH:29][CH:30]=[CH:31][C:26]=1[CH2:25][CH:24]=[O:23], predict the reactants needed to synthesize it. The reactants are: CC(OI1(OC(C)=O)(OC(C)=O)OC(=O)C2C=CC=CC1=2)=O.[OH:23][CH2:24][CH2:25][C:26]1[CH:31]=[CH:30][CH:29]=[CH:28][C:27]=1[N:32]1[CH2:37][CH2:36][CH2:35][CH2:34][C:33]1=[O:38]. (5) Given the product [C:1]([O:5][C:6]([N:8]1[CH2:13][CH2:12][CH:11]([O:14][C:15]2[C:16]([CH3:25])=[CH:17][C:18]([NH2:22])=[CH:19][C:20]=2[CH3:21])[CH2:10][CH2:9]1)=[O:7])([CH3:4])([CH3:3])[CH3:2], predict the reactants needed to synthesize it. The reactants are: [C:1]([O:5][C:6]([N:8]1[CH2:13][CH2:12][CH:11]([O:14][C:15]2[C:20]([CH3:21])=[CH:19][C:18]([N+:22]([O-])=O)=[CH:17][C:16]=2[CH3:25])[CH2:10][CH2:9]1)=[O:7])([CH3:4])([CH3:3])[CH3:2]. (6) Given the product [ClH:26].[CH2:1]1[C@H:5]2[CH2:6][CH2:7][CH2:8][C@H:4]2[CH2:3][N:2]1[CH2:9][CH2:10][CH2:11][O:12][C:13]1[CH:14]=[CH:15][C:16]([C:17]([NH2:19])=[O:18])=[CH:20][CH:21]=1, predict the reactants needed to synthesize it. The reactants are: [CH2:1]1[C@H:5]2[CH2:6][CH2:7][CH2:8][C@H:4]2[CH2:3][N:2]1[CH2:9][CH2:10][CH2:11][O:12][C:13]1[CH:21]=[CH:20][C:16]([C:17]([NH2:19])=[O:18])=[CH:15][CH:14]=1.CC(C)=O.[ClH:26]. (7) Given the product [CH2:1]([N:8]1[C:17]2[CH2:16][CH2:15][N:14]([CH:25]([CH3:27])[CH3:24])[CH2:13][CH2:12][C:11]=2[C:10]([C:18]2[CH:23]=[CH:22][CH:21]=[CH:20][CH:19]=2)=[N:9]1)[C:2]1[CH:3]=[CH:4][CH:5]=[CH:6][CH:7]=1, predict the reactants needed to synthesize it. The reactants are: [CH2:1]([N:8]1[C:17]2[CH2:16][CH2:15][NH:14][CH2:13][CH2:12][C:11]=2[C:10]([C:18]2[CH:23]=[CH:22][CH:21]=[CH:20][CH:19]=2)=[N:9]1)[C:2]1[CH:7]=[CH:6][CH:5]=[CH:4][CH:3]=1.[CH3:24][C:25]([CH3:27])=O. (8) Given the product [CH2:26]([O:28][C:29]([C:31]1([C:34]2[CH:39]=[CH:38][C:37]([C:21]3[CH:22]=[CH:23][C:18]([C:17]4[O:16][N:15]=[C:14]([CH3:25])[C:13]=4[C:10]4[O:9][C:8]([CH2:1][C:2]5[CH:7]=[CH:6][CH:5]=[CH:4][CH:3]=5)=[N:12][N:11]=4)=[CH:19][CH:20]=3)=[CH:36][CH:35]=2)[CH2:32][CH2:33]1)=[O:30])[CH3:27], predict the reactants needed to synthesize it. The reactants are: [CH2:1]([C:8]1[O:9][C:10]([C:13]2[C:14]([CH3:25])=[N:15][O:16][C:17]=2[C:18]2[CH:23]=[CH:22][C:21](Br)=[CH:20][CH:19]=2)=[N:11][N:12]=1)[C:2]1[CH:7]=[CH:6][CH:5]=[CH:4][CH:3]=1.[CH2:26]([O:28][C:29]([C:31]1([C:34]2[CH:39]=[CH:38][C:37](B3OC(C)(C)C(C)(C)O3)=[CH:36][CH:35]=2)[CH2:33][CH2:32]1)=[O:30])[CH3:27]. (9) Given the product [F:1][C:2]1[C:3]([O:8][CH3:9])=[CH:4][CH:5]=[CH:6][C:7]=1[CH:17]=[O:18], predict the reactants needed to synthesize it. The reactants are: [F:1][C:2]1[CH:7]=[CH:6][CH:5]=[CH:4][C:3]=1[O:8][CH3:9].C([Li])(CC)C.CN(C)[CH:17]=[O:18].C(O)(=O)C. (10) The reactants are: C(O)(C(F)(F)F)=O.[N:8]1[CH:9]=[C:10]([C:17]([NH:19][C:20]2[CH:21]=[C:22]([NH:27]C(=O)OC(C)(C)C)[CH:23]=[CH:24][C:25]=2[CH3:26])=[O:18])[N:11]2[CH:16]=[CH:15][CH:14]=[CH:13][C:12]=12. Given the product [NH2:27][C:22]1[CH:23]=[CH:24][C:25]([CH3:26])=[C:20]([NH:19][C:17]([C:10]2[N:11]3[CH:16]=[CH:15][CH:14]=[CH:13][C:12]3=[N:8][CH:9]=2)=[O:18])[CH:21]=1, predict the reactants needed to synthesize it.